From a dataset of Reaction yield outcomes from USPTO patents with 853,638 reactions. Predict the reaction yield, written as a fraction of the theoretical maximum amount of product (1.0 means a 100% yield; for example, 0.34 means a 34% yield). (1) The reactants are [F:1][C:2]1[CH:7]=[CH:6][C:5]([CH:8]=[CH:9][C:10]([NH:12][C@H:13]([C:25]([O:27]C)=[O:26])[CH2:14][C:15]2[C:23]3[C:18](=[CH:19][CH:20]=[CH:21][CH:22]=3)[N:17]([CH3:24])[CH:16]=2)=[O:11])=[CH:4][CH:3]=1.[OH-].[Na+]. The catalyst is CO. The product is [F:1][C:2]1[CH:3]=[CH:4][C:5]([CH:8]=[CH:9][C:10]([NH:12][C@H:13]([C:25]([OH:27])=[O:26])[CH2:14][C:15]2[C:23]3[C:18](=[CH:19][CH:20]=[CH:21][CH:22]=3)[N:17]([CH3:24])[CH:16]=2)=[O:11])=[CH:6][CH:7]=1. The yield is 0.800. (2) The reactants are C1C=CC2N(O)N=NC=2C=1.[O:11]=[C:12]([N:17]1[CH2:22][CH2:21][N:20]([C:23](=[O:34])[C:24]2[CH:29]=[CH:28][CH:27]=[CH:26][C:25]=2[C:30]([F:33])([F:32])[F:31])[CH2:19][CH2:18]1)[CH2:13][C:14]([OH:16])=O.CCN=C=NCCCN(C)C.Cl.[C:47]1([C:53]2[N:58]=[CH:57][C:56]([NH2:59])=[CH:55][CH:54]=2)[CH:52]=[CH:51][CH:50]=[CH:49][CH:48]=1. The catalyst is CN(C1C=CN=CC=1)C.CN(C=O)C.O. The product is [O:11]=[C:12]([N:17]1[CH2:18][CH2:19][N:20]([C:23](=[O:34])[C:24]2[CH:29]=[CH:28][CH:27]=[CH:26][C:25]=2[C:30]([F:33])([F:32])[F:31])[CH2:21][CH2:22]1)[CH2:13][C:14]([NH:59][C:56]1[CH:57]=[N:58][C:53]([C:47]2[CH:52]=[CH:51][CH:50]=[CH:49][CH:48]=2)=[CH:54][CH:55]=1)=[O:16]. The yield is 0.250.